This data is from Forward reaction prediction with 1.9M reactions from USPTO patents (1976-2016). The task is: Predict the product of the given reaction. (1) Given the reactants [O:1]1[CH2:6][CH2:5][CH:4]([S:7]([C:10]2[CH:11]=[CH:12][C:13]([C:16]#[N:17])=[N:14][CH:15]=2)(=[O:9])=[O:8])[CH2:3][CH2:2]1.[H][H], predict the reaction product. The product is: [O:1]1[CH2:6][CH2:5][CH:4]([S:7]([C:10]2[CH:11]=[CH:12][C:13]([CH2:16][NH2:17])=[N:14][CH:15]=2)(=[O:9])=[O:8])[CH2:3][CH2:2]1. (2) Given the reactants [F:1][C:2]1[C:11]2[CH2:10][CH2:9][CH2:8][CH2:7][C:6]=2[C:5]([S:12](Cl)(=[O:14])=[O:13])=[CH:4][CH:3]=1.C(N(CC)CC)C.[C:23]([O:27][C:28]([N:30]1[CH2:35][CH2:34][CH:33]([NH2:36])[CH2:32][CH2:31]1)=[O:29])([CH3:26])([CH3:25])[CH3:24], predict the reaction product. The product is: [C:23]([O:27][C:28]([N:30]1[CH2:35][CH2:34][CH:33]([NH:36][S:12]([C:5]2[C:6]3[CH2:7][CH2:8][CH2:9][CH2:10][C:11]=3[C:2]([F:1])=[CH:3][CH:4]=2)(=[O:14])=[O:13])[CH2:32][CH2:31]1)=[O:29])([CH3:26])([CH3:24])[CH3:25]. (3) Given the reactants [Br:1][C:2]1[CH:3]=[C:4]([OH:8])[CH:5]=[CH:6][CH:7]=1.[H-].[Na+].Br[CH2:12][CH2:13][CH2:14][Cl:15], predict the reaction product. The product is: [Br:1][C:2]1[CH:7]=[CH:6][CH:5]=[C:4]([O:8][CH2:12][CH2:13][CH2:14][Cl:15])[CH:3]=1. (4) Given the reactants [OH:1][CH2:2][C@@H:3]([NH:5][C:6](=[O:12])[O:7][C:8]([CH3:11])([CH3:10])[CH3:9])[CH3:4].C(N(CC)CC)C.[C:20](Cl)(=[O:27])[C:21]1[CH:26]=[CH:25][CH:24]=[CH:23][CH:22]=1, predict the reaction product. The product is: [C:20]([O:1][CH2:2][C@@H:3]([NH:5][C:6]([O:7][C:8]([CH3:11])([CH3:10])[CH3:9])=[O:12])[CH3:4])(=[O:27])[C:21]1[CH:26]=[CH:25][CH:24]=[CH:23][CH:22]=1. (5) Given the reactants Cl[C:2]1[N:7]=[C:6]([C:8]2[CH:20]=[CH:19][C:11]3[N:12]=[C:13]([NH:15][C:16](=[O:18])[CH3:17])[S:14][C:10]=3[CH:9]=2)[CH:5]=[CH:4][N:3]=1.[N:21]1(N)[CH2:26][CH2:25][CH2:24][CH2:23][CH2:22]1, predict the reaction product. The product is: [N:21]1([C:2]2[N:7]=[C:6]([C:8]3[CH:20]=[CH:19][C:11]4[N:12]=[C:13]([NH:15][C:16](=[O:18])[CH3:17])[S:14][C:10]=4[CH:9]=3)[CH:5]=[CH:4][N:3]=2)[CH2:26][CH2:25][CH2:24][CH2:23][CH2:22]1. (6) Given the reactants C([C:3]1([C:22]([O-:24])=[O:23])[NH:8][C:7]([C:9]2[CH2:10][CH2:11][N:12]([C:15]([O:17][C:18]([CH3:21])([CH3:20])[CH3:19])=[O:16])[CH2:13][CH:14]=2)=[CH:6][CH:5]=[CH:4]1)C.[CH2:25](O)[CH3:26], predict the reaction product. The product is: [C:18]([O:17][C:15]([N:12]1[CH2:13][CH2:14][CH:9]([C:7]2[N:8]=[C:3]([C:22]([O:24][CH2:25][CH3:26])=[O:23])[CH:4]=[CH:5][CH:6]=2)[CH2:10][CH2:11]1)=[O:16])([CH3:21])([CH3:19])[CH3:20]. (7) Given the reactants [C:1]([CH:3]([CH:7]1[C:11]([Cl:12])=[C:10](Cl)C(=O)O1)[C:4]([NH2:6])=[O:5])#[N:2].[O:15]1[C:20]2[CH:21]=[CH:22][CH:23]=[CH:24][C:19]=2[O:18][CH2:17][CH:16]1[CH2:25][NH2:26], predict the reaction product. The product is: [ClH:12].[Cl:12][C:11]1[CH:7]=[C:3]([C:4]([NH2:6])=[O:5])[C:1](=[NH:2])[N:26]([CH2:25][CH:16]2[O:15][C:20]3[CH:21]=[CH:22][CH:23]=[CH:24][C:19]=3[O:18][CH2:17]2)[CH:10]=1.